The task is: Regression/Classification. Given a drug SMILES string, predict its toxicity properties. Task type varies by dataset: regression for continuous values (e.g., LD50, hERG inhibition percentage) or binary classification for toxic/non-toxic outcomes (e.g., AMES mutagenicity, cardiotoxicity, hepatotoxicity). Dataset: ames.. This data is from Ames mutagenicity test results for genotoxicity prediction. (1) The molecule is CCOCOCC. The result is 0 (non-mutagenic). (2) The compound is Oc1ccc(Cl)cc1Cc1ccccc1. The result is 0 (non-mutagenic). (3) The compound is Cc1c2ccncc2c(C)c2c1[nH]c1ccc(N)cc12. The result is 1 (mutagenic). (4) The result is 1 (mutagenic). The molecule is [N-]=[N+]=NCC(O)Cn1cnc2c(Cl)ncnc21. (5) The compound is COCCOC(C)=O. The result is 1 (mutagenic). (6) The drug is O=C(O)c1cc([N+](=O)[O-])ccc1[N+](=O)[O-]. The result is 1 (mutagenic). (7) The result is 1 (mutagenic). The drug is Cc1ncc([N+](=O)[O-])n1CC(=O)O.